The task is: Predict the reactants needed to synthesize the given product.. This data is from Full USPTO retrosynthesis dataset with 1.9M reactions from patents (1976-2016). (1) Given the product [CH3:28][O:27][C:24]1[CH:25]=[CH:26][C:21]([NH:9][CH2:10][CH2:11][CH2:12][CH2:13][CH2:14][OH:15])=[CH:22][CH:23]=1, predict the reactants needed to synthesize it. The reactants are: [O-]P([O-])([O-])=O.[K+].[K+].[K+].[NH2:9][CH2:10][CH2:11][CH2:12][CH2:13][CH2:14][OH:15].C(O)CO.I[C:21]1[CH:26]=[CH:25][C:24]([O:27][CH3:28])=[CH:23][CH:22]=1.N. (2) Given the product [I:1][C:2]1[CH:3]=[C:4]([CH2:5][S:10]([O-:13])(=[O:12])=[O:11])[CH:7]=[CH:8][CH:9]=1.[Na+:14], predict the reactants needed to synthesize it. The reactants are: [I:1][C:2]1[CH:3]=[C:4]([CH:7]=[CH:8][CH:9]=1)[CH2:5]Br.[S:10]([O-:13])([O-:12])=[O:11].[Na+:14].[Na+].